Predict the reactants needed to synthesize the given product. From a dataset of Full USPTO retrosynthesis dataset with 1.9M reactions from patents (1976-2016). (1) Given the product [Cl:1][C:2]1[C:3]([NH:18][C:19]2[CH:27]=[CH:26][C:25]([F:28])=[CH:24][C:20]=2[C:21]([NH:37][O:38][CH3:39])=[O:23])=[CH:4][C:5]([NH:8][C:9]2[N:13]([CH:14]([CH3:15])[CH3:16])[N:12]=[C:11]([CH3:17])[CH:10]=2)=[N:6][CH:7]=1, predict the reactants needed to synthesize it. The reactants are: [Cl:1][C:2]1[C:3]([NH:18][C:19]2[CH:27]=[CH:26][C:25]([F:28])=[CH:24][C:20]=2[C:21]([OH:23])=O)=[CH:4][C:5]([NH:8][C:9]2[N:13]([CH:14]([CH3:16])[CH3:15])[N:12]=[C:11]([CH3:17])[CH:10]=2)=[N:6][CH:7]=1.C1C=CC2[N:37]([OH:38])N=NC=2C=1.[CH2:39](Cl)CCl.CCN(C(C)C)C(C)C. (2) Given the product [CH3:37][O:34][C:12]([C:13]1[CH:18]=[C:17]([N:19]2[C:24](=[O:25])[CH:23]=[C:22]([C:26]([F:29])([F:28])[F:27])[N:21]([CH3:30])[C:20]2=[O:31])[C:16]([F:32])=[CH:15][C:14]=1[Cl:33])=[N:11][N:10]=[C:5]([C:6]([CH3:7])([CH3:8])[CH3:9])[C:2]([CH3:1])([CH3:3])[CH3:4].[CH3:4][C:2]([C:5](=[N:10][N:11]([CH3:37])[C:12](=[O:34])[C:13]1[CH:18]=[C:17]([N:19]2[C:24](=[O:25])[CH:23]=[C:22]([C:26]([F:29])([F:28])[F:27])[N:21]([CH3:30])[C:20]2=[O:31])[C:16]([F:32])=[CH:15][C:14]=1[Cl:33])[C:6]([CH3:7])([CH3:8])[CH3:9])([CH3:1])[CH3:3], predict the reactants needed to synthesize it. The reactants are: [CH3:1][C:2]([C:5](=[N:10][NH:11][C:12](=[O:34])[C:13]1[CH:18]=[C:17]([N:19]2[C:24](=[O:25])[CH:23]=[C:22]([C:26]([F:29])([F:28])[F:27])[N:21]([CH3:30])[C:20]2=[O:31])[C:16]([F:32])=[CH:15][C:14]=1[Cl:33])[C:6]([CH3:9])([CH3:8])[CH3:7])([CH3:4])[CH3:3].CI.[C:37](=O)([O-])[O-].[K+].[K+]. (3) Given the product [NH2:31][C:27]1[CH:26]=[CH:25][CH:24]=[C:23]2[C:28]=1[C:29](=[O:30])[C:11]1([NH:10][C:8](=[O:9])[C:7]3[C:2]([Cl:1])=[CH:3][CH:4]=[N:5][CH:6]=3)[C:15]3[CH:16]=[CH:17][C:18]([CH:20]([CH3:22])[CH3:21])=[CH:19][C:14]=3[O:13][C:12]12[OH:34], predict the reactants needed to synthesize it. The reactants are: [Cl:1][C:2]1[C:7]([C:8]([NH:10][C:11]23[C:29](=[O:30])[C:28]4[C:23](=[CH:24][CH:25]=[CH:26][C:27]=4[N+:31]([O-])=O)[C:12]2([OH:34])[O:13][C:14]2[CH:19]=[C:18]([CH:20]([CH3:22])[CH3:21])[CH:17]=[CH:16][C:15]=23)=[O:9])=[CH:6][N:5]=[CH:4][CH:3]=1.C(O)C. (4) Given the product [CH3:2][S:3]([C:4]1[CH:10]=[CH:9][C:7]([NH2:8])=[CH:6][CH:5]=1)(=[O:11])=[O:1], predict the reactants needed to synthesize it. The reactants are: [OH2:1].[CH3:2][S:3][C:4]1[CH:10]=[CH:9][C:7]([NH2:8])=[CH:6][CH:5]=1.[OH:11]O.Cl. (5) The reactants are: F[C:2]1[CH:7]=[CH:6][CH:5]=[CH:4][C:3]=1[S:8]([N:11]1[CH2:16][CH2:15][O:14][CH2:13][CH2:12]1)(=[O:10])=[O:9].C(=O)([O-])[O-].[K+].[K+].[CH2:23]([SH:30])[C:24]1[CH:29]=[CH:28][CH:27]=[CH:26][CH:25]=1. Given the product [CH2:23]([S:30][C:2]1[CH:7]=[CH:6][CH:5]=[CH:4][C:3]=1[S:8]([N:11]1[CH2:16][CH2:15][O:14][CH2:13][CH2:12]1)(=[O:10])=[O:9])[C:24]1[CH:29]=[CH:28][CH:27]=[CH:26][CH:25]=1, predict the reactants needed to synthesize it. (6) Given the product [CH2:29]([O:28][C:26]1[CH:27]=[C:22]([O:21][CH2:20][CH2:19][CH2:18][CH2:17][CH2:16][CH2:15][C:11]2[C:10]([CH2:42][CH2:43][C:44]([OH:46])=[O:45])=[C:9]([CH:14]=[CH:13][CH:12]=2)[O:8][CH2:7][CH2:6][CH2:5][C:4]([OH:49])=[O:3])[CH:23]=[C:24]([C:36]2[CH:41]=[CH:40][CH:39]=[CH:38][CH:37]=2)[CH:25]=1)[C:30]1[CH:31]=[CH:32][CH:33]=[CH:34][CH:35]=1, predict the reactants needed to synthesize it. The reactants are: C([O:3][C:4](=[O:49])[CH2:5][CH2:6][CH2:7][O:8][C:9]1[CH:14]=[CH:13][CH:12]=[C:11]([CH2:15][CH2:16][CH2:17][CH2:18][CH2:19][CH2:20][O:21][C:22]2[CH:23]=[C:24]([C:36]3[CH:41]=[CH:40][CH:39]=[CH:38][CH:37]=3)[CH:25]=[C:26]([O:28][CH2:29][C:30]3[CH:35]=[CH:34][CH:33]=[CH:32][CH:31]=3)[CH:27]=2)[C:10]=1[CH2:42][CH2:43][C:44]([O:46]CC)=[O:45])C.[OH-].[Na+].